This data is from Full USPTO retrosynthesis dataset with 1.9M reactions from patents (1976-2016). The task is: Predict the reactants needed to synthesize the given product. (1) Given the product [CH3:29][NH:30][C:23]([C:19]1[C:18]2=[CH:28][N:15]([CH2:14][C:3]3[CH:4]=[N:5][C:6]([O:8][CH2:9][C:10]([F:12])([F:13])[F:11])=[CH:7][C:2]=3[CH3:1])[N:16]=[C:17]2[CH:22]=[CH:21][N:20]=1)=[O:24], predict the reactants needed to synthesize it. The reactants are: [CH3:1][C:2]1[CH:7]=[C:6]([O:8][CH2:9][C:10]([F:13])([F:12])[F:11])[N:5]=[CH:4][C:3]=1[CH2:14][N:15]1[CH:28]=[C:18]2[C:19]([C:23](OCC)=[O:24])=[N:20][CH:21]=[CH:22][C:17]2=[N:16]1.[CH3:29][NH2:30]. (2) Given the product [Cl:10][C:3]1[CH:4]=[C:5]([CH:6]=[CH:7][C:2]=1[Cl:1])[CH2:8][N:11]1[CH2:12][CH2:13][CH2:14][CH2:15][CH:16]1[NH2:26], predict the reactants needed to synthesize it. The reactants are: [Cl:1][C:2]1[CH:7]=[CH:6][C:5]([CH2:8]Cl)=[CH:4][C:3]=1[Cl:10].[NH:11]1[CH2:16][CH2:15][CH:14](NC(=O)OC(C)(C)C)[CH2:13][CH2:12]1.C[N:26](C=O)C. (3) Given the product [C:22]([O:21][C:18]1[CH:17]=[CH:16][C:15]([C:5]2[N:6]=[C:7]([CH2:8][C:9]3[CH:10]=[CH:11][CH:12]=[CH:13][CH:14]=3)[C:2]([NH2:1])=[N:3][CH:4]=2)=[CH:20][CH:19]=1)(=[O:24])[CH3:23], predict the reactants needed to synthesize it. The reactants are: [NH2:1][C:2]1[C:7]([CH2:8][C:9]2[CH:14]=[CH:13][CH:12]=[CH:11][CH:10]=2)=[N:6][C:5]([C:15]2[CH:20]=[CH:19][C:18]([OH:21])=[CH:17][CH:16]=2)=[CH:4][N:3]=1.[C:22](OC(=O)C)(=[O:24])[CH3:23].C(=O)(O)[O-].[Na+].C(OCC)(=O)C. (4) Given the product [CH2:1]([O:3][C:4](=[O:11])[C:5]([N:6]1[CH:10]=[N:9][CH:8]=[N:7]1)=[CH:15][N:16]([CH3:18])[CH3:17])[CH3:2], predict the reactants needed to synthesize it. The reactants are: [CH2:1]([O:3][C:4](=[O:11])[CH2:5][N:6]1[CH:10]=[N:9][CH:8]=[N:7]1)[CH3:2].C(O[CH:15](OCC)[N:16]([CH3:18])[CH3:17])C.